From a dataset of Full USPTO retrosynthesis dataset with 1.9M reactions from patents (1976-2016). Predict the reactants needed to synthesize the given product. (1) The reactants are: C([O:3][C:4]([C:6]1[C:7]([CH:12]2[CH2:17][CH2:16][O:15][CH2:14][CH2:13]2)=[N:8][O:9][C:10]=1[CH3:11])=O)C.[H-].[Al+3].[Li+].[H-].[H-].[H-].O.[OH-].[Na+]. Given the product [CH3:11][C:10]1[O:9][N:8]=[C:7]([CH:12]2[CH2:17][CH2:16][O:15][CH2:14][CH2:13]2)[C:6]=1[CH2:4][OH:3], predict the reactants needed to synthesize it. (2) The reactants are: C(OC([NH:8][C:9]1[S:13][C:12]([C:14]([O:16][CH2:17][CH3:18])=[O:15])=[CH:11][C:10]=1[C:19]#[C:20][C:21]1[CH:26]=[CH:25][CH:24]=[CH:23][CH:22]=1)=O)(C)(C)C.[C:27](=[O:30])([O-])[O-:28].[K+].[K+].P([C:34]([CH3:37])([CH3:36])[CH3:35])([C:34]([CH3:37])([CH3:36])[CH3:35])[C:34]([CH3:37])([CH3:36])[CH3:35].Cl. Given the product [C:21]1([C:20]2[NH:8][C:9]3[S:13][C:12]([C:14]([O:16][CH2:17][CH3:18])=[O:15])=[CH:11][C:10]=3[C:19]=2[C:27]([O:28][C:34]([CH3:37])([CH3:36])[CH3:35])=[O:30])[CH:22]=[CH:23][CH:24]=[CH:25][CH:26]=1, predict the reactants needed to synthesize it. (3) Given the product [N:1]1[CH:11]=[CH:12][N:9]2[CH:8]=[CH:7][CH:6]=[C:3]([C:4]#[N:5])[C:2]=12, predict the reactants needed to synthesize it. The reactants are: [NH2:1][C:2]1[N:9]=[CH:8][CH:7]=[CH:6][C:3]=1[C:4]#[N:5].Cl[CH2:11][CH:12]=O. (4) Given the product [NH2:32][C:33]1[CH:41]=[C:40]([F:42])[CH:39]=[CH:38][C:34]=1[C:35]([NH2:1])=[O:36], predict the reactants needed to synthesize it. The reactants are: [N:1]1(O)C2C=CC=CC=2N=N1.C(N(C(C)C)C(C)C)C.Cl.CN(C)CCCN=C=NCC.[NH2:32][C:33]1[CH:41]=[C:40]([F:42])[CH:39]=[CH:38][C:34]=1[C:35](O)=[O:36].N.[Cl-].[Na+].